From a dataset of Forward reaction prediction with 1.9M reactions from USPTO patents (1976-2016). Predict the product of the given reaction. (1) Given the reactants [Cl:1][C:2]1[CH:7]=[CH:6][C:5]([NH:8][C:9]([C:11]2[CH:25]=[CH:24][C:14]([CH2:15][NH:16][C:17](=O)[O:18]C(C)(C)C)=[CH:13][CH:12]=2)=[O:10])=[CH:4][C:3]=1[C:26]1[CH:31]=[CH:30][CH:29]=[CH:28][N:27]=1.Cl, predict the reaction product. The product is: [Cl:1][C:2]1[CH:7]=[CH:6][C:5]([NH:8][C:9]([C:11]2[CH:12]=[CH:13][C:14]([CH2:15][NH:16][C:17](=[O:18])[C:26]3[CH:31]=[CH:30][CH:29]=[CH:28][N:27]=3)=[CH:24][CH:25]=2)=[O:10])=[CH:4][C:3]=1[C:26]1[CH:31]=[CH:30][CH:29]=[CH:28][N:27]=1.[NH2:16][CH2:15][C:14]1[CH:13]=[CH:12][C:11]([C:9]([NH:8][C:5]2[CH:6]=[CH:7][C:2]([Cl:1])=[C:3]([C:26]3[CH:31]=[CH:30][CH:29]=[CH:28][N:27]=3)[CH:4]=2)=[O:10])=[CH:25][CH:24]=1. (2) Given the reactants Br[C:2]1[S:6][C:5]([NH:7][C:8]([C:10]2([C:13]3[CH:18]=[CH:17][C:16]([O:19][CH3:20])=[CH:15][CH:14]=3)[CH2:12][CH2:11]2)=[O:9])=[N:4][CH:3]=1.[NH:21]1[CH2:26][CH2:25][CH2:24][CH2:23][CH2:22]1.CN(C)C=[O:30], predict the reaction product. The product is: [N:21]1([C:2]2[S:6][C:5]([NH:7][C:8]([C:10]3([C:13]4[CH:18]=[CH:17][C:16]5[O:19][CH2:20][O:30][C:15]=5[CH:14]=4)[CH2:12][CH2:11]3)=[O:9])=[N:4][CH:3]=2)[CH2:26][CH2:25][CH2:24][CH2:23][CH2:22]1. (3) The product is: [CH2:28]([O:27][C:26](=[O:35])[NH:25][CH2:24][CH2:23][CH2:22][NH:19][CH:9]([CH2:8][NH:7][C:6]([O:5][C:1]([CH3:4])([CH3:2])[CH3:3])=[O:20])[CH2:10][NH:11][C:12]([O:13][C:14]([CH3:17])([CH3:16])[CH3:15])=[O:18])[C:29]1[CH:34]=[CH:33][CH:32]=[CH:31][CH:30]=1. Given the reactants [C:1]([O:5][C:6](=[O:20])[NH:7][CH2:8][CH:9]([NH2:19])[CH2:10][NH:11][C:12](=[O:18])[O:13][C:14]([CH3:17])([CH3:16])[CH3:15])([CH3:4])([CH3:3])[CH3:2].O=[CH:22][CH2:23][CH2:24][NH:25][C:26](=[O:35])[O:27][CH2:28][C:29]1[CH:34]=[CH:33][CH:32]=[CH:31][CH:30]=1.C(O[BH-](OC(=O)C)OC(=O)C)(=O)C.[Na+], predict the reaction product. (4) Given the reactants Cl[C:2]1[C:7]([C:8]([O:10][CH2:11][CH3:12])=[O:9])=[CH:6][N:5]=[C:4]([S:13][CH3:14])[N:3]=1.FC(F)(F)C(O)=O.[CH3:22][O:23][C@H:24]1[CH2:29][CH2:28][CH2:27][C@@H:26]([NH2:30])[CH2:25]1.CCN(C(C)C)C(C)C, predict the reaction product. The product is: [CH3:22][O:23][C@H:24]1[CH2:29][CH2:28][CH2:27][C@@H:26]([NH:30][C:2]2[C:7]([C:8]([O:10][CH2:11][CH3:12])=[O:9])=[CH:6][N:5]=[C:4]([S:13][CH3:14])[N:3]=2)[CH2:25]1. (5) Given the reactants [C:1]([N:4]1[CH2:9][CH2:8][C:7]2[N:10]([CH3:24])[N:11]=[C:12]([N:13]3[C:21]4[C:16](=[CH:17][CH:18]=[C:19]([C:22]#[N:23])[CH:20]=4)[CH2:15][CH2:14]3)[C:6]=2[CH2:5]1)(=[O:3])[CH3:2].[N-:25]=[N+:26]=[N-:27], predict the reaction product. The product is: [N:23]1[NH:25][N:26]=[N:27][C:22]=1[C:19]1[CH:20]=[C:21]2[C:16]([CH2:15][CH2:14][N:13]2[C:12]2[C:6]3[CH2:5][N:4]([C:1](=[O:3])[CH3:2])[CH2:9][CH2:8][C:7]=3[N:10]([CH3:24])[N:11]=2)=[CH:17][CH:18]=1. (6) Given the reactants [NH2:1][C:2]1[CH:7]=[C:6]([N+:8]([O-:10])=[O:9])[CH:5]=[CH:4][C:3]=1[OH:11].[C:12](N1C=CN=C1)(N1C=CN=C1)=[O:13].O, predict the reaction product. The product is: [N+:8]([C:6]1[CH:5]=[CH:4][C:3]2[O:11][C:12](=[O:13])[NH:1][C:2]=2[CH:7]=1)([O-:10])=[O:9]. (7) Given the reactants Br[CH2:2][CH2:3][CH2:4][CH2:5][CH2:6][N:7]1[C:15](=[O:16])[C:14]2[N:13](CC=C)[C:12]([Cl:20])=[N:11][C:10]=2[N:9]([CH2:21][CH2:22][CH2:23][CH3:24])[C:8]1=[O:25].[C:26]1(=[O:36])[NH:30][C:29](=[O:31])[C:28]2=[CH:32][CH:33]=[CH:34][CH:35]=[C:27]12.[K].[NH:38]1[CH2:43][CH2:42][O:41][CH2:40][CH2:39]1, predict the reaction product. The product is: [CH2:21]([N:9]1[C:10]2[N:11]=[C:12]([Cl:20])[NH:13][C:14]=2[C:15](=[O:16])[N:7]([CH2:6][CH2:5][CH2:4][CH2:3][CH2:2][NH:30][C:29](=[O:31])[C:28]2[CH:32]=[CH:33][CH:34]=[CH:35][C:27]=2[C:26]([N:38]2[CH2:43][CH2:42][O:41][CH2:40][CH2:39]2)=[O:36])[C:8]1=[O:25])[CH2:22][CH2:23][CH3:24]. (8) Given the reactants [NH2:1][C:2]1[S:3][C:4]([C:7]([O:9][CH2:10][CH3:11])=[O:8])=[CH:5][N:6]=1.[CH3:12][O:13][CH2:14][CH2:15][Br:16], predict the reaction product. The product is: [BrH:16].[NH:1]=[C:2]1[N:6]([CH2:15][CH2:14][O:13][CH3:12])[CH:5]=[C:4]([C:7]([O:9][CH2:10][CH3:11])=[O:8])[S:3]1. (9) Given the reactants [Cl:1][C:2]1[CH:3]=[C:4]([C:42]([F:45])([F:44])[F:43])[CH:5]=[C:6]2[C:10]=1[N:9]([CH3:11])[N:8]=[C:7]2[CH:12]([C:35]1[CH:40]=[CH:39][C:38]([Cl:41])=[CH:37][CH:36]=1)[CH:13]([C:17]1[CH:34]=[CH:33][C:20]([C:21]([NH:23][CH2:24][CH2:25][C:26]([O:28]CCCC)=[O:27])=[O:22])=[CH:19][CH:18]=1)[CH2:14][CH2:15][CH3:16].C(O)(C(F)(F)F)=O, predict the reaction product. The product is: [Cl:1][C:2]1[CH:3]=[C:4]([C:42]([F:44])([F:43])[F:45])[CH:5]=[C:6]2[C:10]=1[N:9]([CH3:11])[N:8]=[C:7]2[CH:12]([C:35]1[CH:40]=[CH:39][C:38]([Cl:41])=[CH:37][CH:36]=1)[CH:13]([C:17]1[CH:34]=[CH:33][C:20]([C:21]([NH:23][CH2:24][CH2:25][C:26]([OH:28])=[O:27])=[O:22])=[CH:19][CH:18]=1)[CH2:14][CH2:15][CH3:16]. (10) Given the reactants CO[C:3](=[O:31])[C:4]1[CH:9]=[CH:8][C:7]([N:10]2[CH:14]=[C:13]([C:15]3[C:16]([C:24]4[CH:29]=[CH:28][C:27]([Cl:30])=[CH:26][CH:25]=4)=[N:17][O:18][C:19]=3[C:20]([F:23])([F:22])[F:21])[N:12]=[CH:11]2)=[N:6][CH:5]=1.[CH:32]1([NH2:35])[CH2:34][CH2:33]1, predict the reaction product. The product is: [Cl:30][C:27]1[CH:26]=[CH:25][C:24]([C:16]2[C:15]([C:13]3[N:12]=[CH:11][N:10]([C:7]4[CH:8]=[CH:9][C:4]([C:3]([NH:35][CH:32]5[CH2:34][CH2:33]5)=[O:31])=[CH:5][N:6]=4)[CH:14]=3)=[C:19]([C:20]([F:22])([F:23])[F:21])[O:18][N:17]=2)=[CH:29][CH:28]=1.